This data is from Full USPTO retrosynthesis dataset with 1.9M reactions from patents (1976-2016). The task is: Predict the reactants needed to synthesize the given product. (1) Given the product [CH3:1][O:2][C:3]([C@@H:5]([N:13]1[CH2:21][C:17]2[CH:18]=[CH:19][S:20][C:16]=2[CH2:15][CH2:14]1)[C:6]1[C:11]([Cl:12])=[CH:10][CH:9]=[CH:8][CH:7]=1)=[O:4].[BrH:24], predict the reactants needed to synthesize it. The reactants are: [CH3:1][O:2][C:3]([C@@H:5]([N:13]1[CH2:21][C:17]2[CH:18]=[CH:19][S:20][C:16]=2[CH2:15][CH2:14]1)[C:6]1[CH:7]=[CH:8][CH:9]=[CH:10][C:11]=1[Cl:12])=[O:4].C[Si](C)(C)[Br:24]. (2) Given the product [CH3:23][C:22]([CH3:25])([O:21][C:19]([N:16]1[CH2:17][CH2:18][CH:13]([N:6]2[CH2:5][C:4]3[C:9](=[CH:10][CH:11]=[C:2]([N:30]4[CH2:31][CH2:32][N:27]([CH3:26])[CH2:28][CH2:29]4)[CH:3]=3)[NH:8][C:7]2=[O:12])[CH2:14][CH2:15]1)=[O:20])[CH3:24], predict the reactants needed to synthesize it. The reactants are: Br[C:2]1[CH:3]=[C:4]2[C:9](=[CH:10][CH:11]=1)[NH:8][C:7](=[O:12])[N:6]([CH:13]1[CH2:18][CH2:17][N:16]([C:19]([O:21][C:22]([CH3:25])([CH3:24])[CH3:23])=[O:20])[CH2:15][CH2:14]1)[CH2:5]2.[CH3:26][N:27]1[CH2:32][CH2:31][NH:30][CH2:29][CH2:28]1.CC(C)([O-])C.[Na+].C1(C)C=CC=CC=1P(C1C=CC=CC=1C)C1C=CC=CC=1C.[OH-].[Na+].[K+].[Br-]. (3) The reactants are: [NH:1]1[C:5]2=[N:6][CH:7]=[CH:8][CH:9]=[C:4]2[C:3]([CH:10]=[C:11]([C:15]2[CH:20]=[CH:19][CH:18]=[CH:17][CH:16]=2)[C:12]([OH:14])=O)=[CH:2]1.[N:21]1(OC(N(C)C)=[N+](C)C)[C:25]2C=C[CH:28]=[CH:29][C:24]=2N=N1.ON1C2C=CC=CC=2N=N1.C(N(CC)C(C)C)(C)C.C(N)CCC. Given the product [CH2:25]([NH:21][C:12](=[O:14])[C:11]([C:15]1[CH:20]=[CH:19][CH:18]=[CH:17][CH:16]=1)=[CH:10][C:3]1[C:4]2[C:5](=[N:6][CH:7]=[CH:8][CH:9]=2)[NH:1][CH:2]=1)[CH2:24][CH2:29][CH3:28], predict the reactants needed to synthesize it.